From a dataset of Reaction yield outcomes from USPTO patents with 853,638 reactions. Predict the reaction yield, written as a fraction of the theoretical maximum amount of product (1.0 means a 100% yield; for example, 0.34 means a 34% yield). The reactants are Br[C:2]1[CH:3]=[C:4]([CH:10]=[O:11])[S:5][C:6]=1[N+:7]([O-:9])=[O:8].[NH:12]1[C:16](B(O)O)=[CH:15][CH:14]=[N:13]1.COCCOC.ClCCl. The catalyst is C1(P([C-]2C=CC=C2)C2C=CC=CC=2)C=CC=CC=1.[C-]1(P(C2C=CC=CC=2)C2C=CC=CC=2)C=CC=C1.[Fe+2].O.C(N(CC)CC)C. The product is [N+:7]([C:6]1[S:5][C:4]([CH:10]=[O:11])=[CH:3][C:2]=1[C:16]1[CH:15]=[CH:14][NH:13][N:12]=1)([O-:9])=[O:8]. The yield is 0.280.